Task: Predict the reaction yield, written as a fraction of the theoretical maximum amount of product (1.0 means a 100% yield; for example, 0.34 means a 34% yield).. Dataset: Reaction yield outcomes from USPTO patents with 853,638 reactions (1) The reactants are [Cl:1][C:2]1[CH:7]=[CH:6][C:5]([C:8]2[NH:9][C:10]3[N:11]([N:15]=[CH:16][C:17]=3[C:18]#[N:19])[C:12](=[O:14])[CH:13]=2)=[CH:4][C:3]=1[O:20][CH3:21].S(=O)(=O)(O)[OH:23]. No catalyst specified. The product is [Cl:1][C:2]1[CH:7]=[CH:6][C:5]([C:8]2[NH:9][C:10]3[N:11]([N:15]=[CH:16][C:17]=3[C:18]([NH2:19])=[O:23])[C:12](=[O:14])[CH:13]=2)=[CH:4][C:3]=1[O:20][CH3:21]. The yield is 0.630. (2) The product is [CH2:16]([N:13]1[CH2:14][CH2:15][CH:10]([N:9]2[CH2:7][C:5]3=[CH:4][N:3]=[C:2]([CH3:1])[N:6]3[C:23]2=[O:25])[CH2:11][CH2:12]1)[C:17]1[CH:22]=[CH:21][CH:20]=[CH:19][CH:18]=1. The yield is 0.600. The catalyst is ClCCCl. The reactants are [CH3:1][C:2]1[NH:3][CH:4]=[C:5]([CH:7]=O)[N:6]=1.[NH2:9][CH:10]1[CH2:15][CH2:14][N:13]([CH2:16][C:17]2[CH:22]=[CH:21][CH:20]=[CH:19][CH:18]=2)[CH2:12][CH2:11]1.[C:23](O)(=[O:25])C.C(O[BH-](OC(=O)C)OC(=O)C)(=O)C.[Na+]. (3) The reactants are [CH3:1][S:2]([NH2:5])(=[O:4])=[O:3].[H-].[Na+].CS(N)(=O)=O.[Na].[CH3:14][O:15][C:16](=[O:29])[C:17]1[CH:22]=[C:21]([N:23]([CH3:27])[CH2:24][CH2:25][CH3:26])[N:20]=[C:19](Cl)[CH:18]=1.C1(C2C=CC=CC=2)C=CC=CC=1P(C(C)(C)C)C(C)(C)C. The catalyst is C1COCC1.C1(C)C=CC=CC=1.C1C=CC(/C=C/C(/C=C/C2C=CC=CC=2)=O)=CC=1.C1C=CC(/C=C/C(/C=C/C2C=CC=CC=2)=O)=CC=1.C1C=CC(/C=C/C(/C=C/C2C=CC=CC=2)=O)=CC=1.[Pd].[Pd]. The product is [CH3:14][O:15][C:16](=[O:29])[C:17]1[CH:22]=[C:21]([N:23]([CH3:27])[CH2:24][CH2:25][CH3:26])[N:20]=[C:19]([NH:5][S:2]([CH3:1])(=[O:4])=[O:3])[CH:18]=1. The yield is 0.880. (4) The catalyst is CS(C)=O.C(OCC)(=O)C. The yield is 0.480. The reactants are C([O-])([O-])=O.[K+].[K+].[Cl:7][C:8]1[C:15]([Cl:16])=[C:14](F)[CH:13]=[CH:12][C:9]=1[C:10]#[N:11].[NH2:18][C@H:19]([C@@H:23]([OH:25])[CH3:24])[C:20]([OH:22])=[O:21].O. The product is [Cl:16][C:15]1[C:8]([Cl:7])=[C:9]([C:10]#[N:11])[CH:12]=[CH:13][C:14]=1[NH:18][C@H:19]([C@@H:23]([OH:25])[CH3:24])[C:20]([OH:22])=[O:21]. (5) The reactants are Br[C:2]1[CH:3]=[C:4]2[C:9](=[CH:10][CH:11]=1)[N:8]=[C:7]([O:12][CH3:13])[CH:6]=[CH:5]2.[B:14]1([B:14]2[O:18][C:17]([CH3:20])([CH3:19])[C:16]([CH3:22])([CH3:21])[O:15]2)[O:18][C:17]([CH3:20])([CH3:19])[C:16]([CH3:22])([CH3:21])[O:15]1.CC([O-])=O.[Na+]. The catalyst is CN(C=O)C.C1C=CC(P(C2C=CC=CC=2)[C-]2C=CC=C2)=CC=1.C1C=CC(P(C2C=CC=CC=2)[C-]2C=CC=C2)=CC=1.Cl[Pd]Cl.[Fe+2]. The product is [CH3:13][O:12][C:7]1[CH:6]=[CH:5][C:4]2[C:9](=[CH:10][CH:11]=[C:2]([B:14]3[O:18][C:17]([CH3:20])([CH3:19])[C:16]([CH3:22])([CH3:21])[O:15]3)[CH:3]=2)[N:8]=1. The yield is 0.100. (6) The reactants are [O:1]=[C:2]1[NH:7][C:6]2[CH:8]=[C:9]([CH2:12][N:13]3[CH2:18][CH2:17][N:16]([C:19]4[CH:27]=[CH:26][C:22]([C:23]([OH:25])=O)=[CH:21][CH:20]=4)[CH2:15][CH2:14]3)[CH:10]=[N:11][C:5]=2[N:4]2[CH2:28][CH2:29][CH2:30][CH2:31][C@@H:3]12.[CH2:32]([N:34](C(C)C)C(C)C)[CH3:33].Cl.C(N)C. The catalyst is CN(C=O)C. The product is [CH2:32]([NH:34][C:23](=[O:25])[C:22]1[CH:21]=[CH:20][C:19]([N:16]2[CH2:17][CH2:18][N:13]([CH2:12][C:9]3[CH:10]=[N:11][C:5]4[N:4]5[CH2:28][CH2:29][CH2:30][CH2:31][C@H:3]5[C:2](=[O:1])[NH:7][C:6]=4[CH:8]=3)[CH2:14][CH2:15]2)=[CH:27][CH:26]=1)[CH3:33]. The yield is 0.850. (7) The reactants are N.[OH:2][C@@H:3]1[CH2:8][CH2:7][C@H:6]([C:9]#[N:10])[CH2:5][CH2:4]1. The catalyst is CO.[Ni]. The product is [NH2:10][CH2:9][C@@H:6]1[CH2:7][CH2:8][C@H:3]([OH:2])[CH2:4][CH2:5]1. The yield is 0.932. (8) The reactants are C(Cl)(=O)C(Cl)=O.CS(C)=O.[OH:11][CH:12]1[CH2:17][CH2:16][CH:15]([C:18]([O:20][CH2:21][CH3:22])=[O:19])[CH2:14][CH2:13]1. The catalyst is C(Cl)Cl. The product is [CH2:21]([O:20][C:18]([CH:15]1[CH2:16][CH2:17][C:12](=[O:11])[CH2:13][CH2:14]1)=[O:19])[CH3:22]. The yield is 0.900.